This data is from NCI-60 drug combinations with 297,098 pairs across 59 cell lines. The task is: Regression. Given two drug SMILES strings and cell line genomic features, predict the synergy score measuring deviation from expected non-interaction effect. (1) Synergy scores: CSS=3.27, Synergy_ZIP=-1.66, Synergy_Bliss=-5.36, Synergy_Loewe=-14.4, Synergy_HSA=-7.51. Drug 1: CN1CCC(CC1)COC2=C(C=C3C(=C2)N=CN=C3NC4=C(C=C(C=C4)Br)F)OC. Drug 2: CN(C)N=NC1=C(NC=N1)C(=O)N. Cell line: NCI-H226. (2) Drug 1: CN(CCCl)CCCl.Cl. Drug 2: N.N.Cl[Pt+2]Cl. Cell line: SNB-75. Synergy scores: CSS=29.0, Synergy_ZIP=-10.9, Synergy_Bliss=-0.839, Synergy_Loewe=1.86, Synergy_HSA=2.69.